From a dataset of Full USPTO retrosynthesis dataset with 1.9M reactions from patents (1976-2016). Predict the reactants needed to synthesize the given product. (1) Given the product [C:1]([O:5][C:6]([N:8]1[CH2:13][CH2:12][N:11]([C:14]2[O:15][C:16]3[C:22]([C:30]4[O:31][C:27]([CH3:26])=[CH:28][CH:29]=4)=[CH:21][C:20]([Cl:24])=[CH:19][C:17]=3[N:18]=2)[C@@H:10]([CH3:25])[CH2:9]1)=[O:7])([CH3:4])([CH3:3])[CH3:2], predict the reactants needed to synthesize it. The reactants are: [C:1]([O:5][C:6]([N:8]1[CH2:13][CH2:12][N:11]([C:14]2[O:15][C:16]3[C:22](Br)=[CH:21][C:20]([Cl:24])=[CH:19][C:17]=3[N:18]=2)[C@@H:10]([CH3:25])[CH2:9]1)=[O:7])([CH3:4])([CH3:3])[CH3:2].[CH3:26][C:27]1[O:31][C:30](B2OC(C)(C)C(C)(C)O2)=[CH:29][CH:28]=1.O. (2) Given the product [CH3:6][O:7][C:8](=[O:17])[C:9]1[CH:14]=[C:13]([CH:32]([C:29]2[CH:28]=[CH:27][C:26]([N:25]([C:22]3[CH:21]=[CH:20][C:19]([Cl:18])=[CH:24][CH:23]=3)[CH3:34])=[CH:31][N:30]=2)[OH:33])[CH:12]=[CH:11][C:10]=1[Br:16], predict the reactants needed to synthesize it. The reactants are: C([Mg]Cl)(C)C.[CH3:6][O:7][C:8](=[O:17])[C:9]1[CH:14]=[C:13](I)[CH:12]=[CH:11][C:10]=1[Br:16].[Cl:18][C:19]1[CH:24]=[CH:23][C:22]([N:25]([CH3:34])[C:26]2[CH:27]=[CH:28][C:29]([CH:32]=[O:33])=[N:30][CH:31]=2)=[CH:21][CH:20]=1.[NH4+].[Cl-]. (3) Given the product [ClH:53].[NH2:44][CH2:43][C@H:40]1[CH2:39][CH2:38][C@H:37]([C:35]([NH:34][C@H:20]([C:21](=[O:33])[NH:22][C:23]2[CH:31]=[C:30]3[C:26]([C:27](=[O:32])[NH:28][NH:29]3)=[CH:25][CH:24]=2)[CH2:19][C:16]2[CH:15]=[CH:14][C:13]([C:10]3[CH:11]=[CH:12][C:7]([C:5]([NH:4][CH:1]([CH3:2])[CH3:3])=[O:6])=[CH:8][C:9]=3[CH3:52])=[CH:18][CH:17]=2)=[O:36])[CH2:42][CH2:41]1, predict the reactants needed to synthesize it. The reactants are: [CH:1]([NH:4][C:5]([C:7]1[CH:12]=[CH:11][C:10]([C:13]2[CH:18]=[CH:17][C:16]([CH2:19][C@H:20]([NH:34][C:35]([C@H:37]3[CH2:42][CH2:41][C@H:40]([CH2:43][NH:44]C(=O)OC(C)(C)C)[CH2:39][CH2:38]3)=[O:36])[C:21](=[O:33])[NH:22][C:23]3[CH:31]=[C:30]4[C:26]([C:27](=[O:32])[NH:28][NH:29]4)=[CH:25][CH:24]=3)=[CH:15][CH:14]=2)=[C:9]([CH3:52])[CH:8]=1)=[O:6])([CH3:3])[CH3:2].[ClH:53].C(#N)C. (4) Given the product [CH3:1][C@H:2]1[CH2:7][N:6]([C:8](=[O:12])[N:9]([CH3:11])[CH3:10])[CH2:5][C@H:4]([CH3:13])[N:3]1[C:14]1[O:15][C:16]2[C:17](=[C:19]([C:23]([OH:25])=[O:24])[CH:20]=[CH:21][CH:22]=2)[N:18]=1, predict the reactants needed to synthesize it. The reactants are: [CH3:1][C@H:2]1[CH2:7][N:6]([C:8](=[O:12])[N:9]([CH3:11])[CH3:10])[CH2:5][C@H:4]([CH3:13])[N:3]1[C:14]1[O:15][C:16]2[C:17](=[C:19]([C:23]([O:25]C)=[O:24])[CH:20]=[CH:21][CH:22]=2)[N:18]=1.[Li+].[I-]. (5) Given the product [Br:1][C:2]1[CH:3]=[C:4]([CH:29]=[CH:30][CH:31]=1)[CH2:5][C@@H:6]([C:25]([OH:27])=[O:26])[NH:7][C:8]([C@H:10]1[CH2:11][CH2:12][C@H:13]([CH2:16][NH:17][C:18]([O:20][C:21]([CH3:22])([CH3:23])[CH3:24])=[O:19])[CH2:14][CH2:15]1)=[O:9], predict the reactants needed to synthesize it. The reactants are: [Br:1][C:2]1[CH:3]=[C:4]([CH:29]=[CH:30][CH:31]=1)[CH2:5][C@@H:6]([C:25]([O:27]C)=[O:26])[NH:7][C:8]([C@H:10]1[CH2:15][CH2:14][C@H:13]([CH2:16][NH:17][C:18]([O:20][C:21]([CH3:24])([CH3:23])[CH3:22])=[O:19])[CH2:12][CH2:11]1)=[O:9].[OH-].[Na+]. (6) The reactants are: C[O:2][C:3](=O)[CH:4]([S:9][C:10]1[CH:15]=[CH:14][C:13]([F:16])=[C:12]([CH3:17])[CH:11]=1)[CH2:5][CH2:6][CH2:7][CH3:8].[OH:19]OS([O-])=O.[K+].[CH3:25][OH:26].[OH2:27]. Given the product [CH3:25][O:26][C:3](=[O:2])[CH:4]([S:9]([C:10]1[CH:15]=[CH:14][C:13]([F:16])=[C:12]([CH3:17])[CH:11]=1)(=[O:19])=[O:27])[CH2:5][CH2:6][CH2:7][CH3:8], predict the reactants needed to synthesize it. (7) Given the product [C:20]1([CH3:23])[CH:21]=[CH:22][C:17]([C:15]2[N:2]=[C:1]([C:4]3[CH:5]=[C:6]([CH:10]=[CH:11][CH:12]=3)[C:7]([OH:9])=[O:8])[S:3][CH:14]=2)=[CH:18][CH:19]=1, predict the reactants needed to synthesize it. The reactants are: [C:1]([C:4]1[CH:5]=[C:6]([CH:10]=[CH:11][CH:12]=1)[C:7]([OH:9])=[O:8])(=[S:3])[NH2:2].Br[CH2:14][C:15]([C:17]1[CH:22]=[CH:21][C:20]([CH3:23])=[CH:19][CH:18]=1)=O. (8) The reactants are: [CH3:1][O:2][C:3]1[N:8]=[CH:7][C:6]2[CH:9](O)[CH2:10][CH2:11][C:5]=2[CH:4]=1.[O-]S([O-])(=O)=O.[Mg+2].CS(C1C=CC(C)=CC=1)(=O)=O. Given the product [CH3:1][O:2][C:3]1[N:8]=[CH:7][C:6]2[CH:9]=[CH:10][CH2:11][C:5]=2[CH:4]=1, predict the reactants needed to synthesize it. (9) Given the product [CH:1]1([C:4]([N:6]2[C:15]3[C:10](=[C:11]([O:25][C:26]4[CH:33]=[CH:32][CH:31]=[CH:30][C:27]=4[C:28]#[N:29])[C:12]([C:36]4[N:37]=[N:38][N:39]([CH3:41])[CH:40]=4)=[CH:13][CH:14]=3)[CH2:9][CH2:8][C@@H:7]2[CH3:34])=[O:5])[CH2:3][CH2:2]1, predict the reactants needed to synthesize it. The reactants are: [CH:1]1([C:4]([N:6]2[C:15]3[C:10](=[C:11]([O:25][C:26]4[CH:33]=[CH:32][CH:31]=[CH:30][C:27]=4[C:28]#[N:29])[C:12](B4OC(C)(C)C(C)(C)O4)=[CH:13][CH:14]=3)[CH2:9][CH2:8][C@@H:7]2[CH3:34])=[O:5])[CH2:3][CH2:2]1.Br[C:36]1[N:37]=[N:38][N:39]([CH3:41])[CH:40]=1.C(=O)([O-])[O-].[Cs+].[Cs+]. (10) Given the product [F:1][C:2]([F:20])([F:21])[C:3]([C:5]1[CH:10]=[C:9]([C:11]([CH3:12])([CH3:13])[CH3:14])[CH:8]=[C:7]([C:15]([CH3:18])([CH3:17])[CH3:16])[C:6]=1[O:19][CH2:25][CH3:26])=[O:4], predict the reactants needed to synthesize it. The reactants are: [F:1][C:2]([F:21])([F:20])[C:3]([C:5]1[CH:10]=[C:9]([C:11]([CH3:14])([CH3:13])[CH3:12])[CH:8]=[C:7]([C:15]([CH3:18])([CH3:17])[CH3:16])[C:6]=1[OH:19])=[O:4].[H-].[Na+].I[CH2:25][CH3:26].